Task: Predict the product of the given reaction.. Dataset: Forward reaction prediction with 1.9M reactions from USPTO patents (1976-2016) (1) Given the reactants [CH3:1][C:2]1[CH:7]=[C:6]([C:8]2[CH:13]=[CH:12][C:11]([C:14]([F:17])([F:16])[F:15])=[CH:10][CH:9]=2)[C:5]([C:18]([O:20][CH3:21])=[O:19])=[CH:4][CH:3]=1.[Br:22]N1C(=O)CCC1=O.C(OCC)(=O)C, predict the reaction product. The product is: [Br:22][CH2:1][C:2]1[CH:7]=[C:6]([C:8]2[CH:9]=[CH:10][C:11]([C:14]([F:15])([F:16])[F:17])=[CH:12][CH:13]=2)[C:5]([C:18]([O:20][CH3:21])=[O:19])=[CH:4][CH:3]=1. (2) Given the reactants [CH3:1][C:2]1[CH:10]=[CH:9][C:5]([C:6]([OH:8])=[O:7])=[CH:4][C:3]=1[B:11]1[O:15][C:14]([CH3:17])([CH3:16])[C:13]([CH3:19])([CH3:18])[O:12]1.[CH3:20]O, predict the reaction product. The product is: [CH3:1][C:2]1[CH:10]=[CH:9][C:5]([C:6]([O:8][CH3:20])=[O:7])=[CH:4][C:3]=1[B:11]1[O:12][C:13]([CH3:19])([CH3:18])[C:14]([CH3:17])([CH3:16])[O:15]1. (3) Given the reactants [CH2:1]([O:3][C:4](=[O:21])[C:5]([O:8][C:9]1[CH:14]=[CH:13][C:12]([O:15][CH2:16][C:17]([OH:19])=O)=[CH:11][C:10]=1[CH3:20])([CH3:7])[CH3:6])[CH3:2].C(OC(=O)C(OC1C=CC(O)=CC=1C)(C)C)C.ClCC(OC)=O.[CH3:45][C:46]1[C:51]([NH2:52])=[CH:50][CH:49]=[C:48]([C:53]2[CH:58]=[CH:57][C:56]([C:59]([F:62])([F:61])[F:60])=[CH:55][CH:54]=2)[N:47]=1, predict the reaction product. The product is: [CH2:1]([O:3][C:4](=[O:21])[C:5]([CH3:6])([O:8][C:9]1[CH:14]=[CH:13][C:12]([O:15][CH2:16][C:17](=[O:19])[NH:52][C:51]2[C:46]([CH3:45])=[N:47][C:48]([C:53]3[CH:54]=[CH:55][C:56]([C:59]([F:62])([F:60])[F:61])=[CH:57][CH:58]=3)=[CH:49][CH:50]=2)=[CH:11][C:10]=1[CH3:20])[CH3:7])[CH3:2].